Dataset: Forward reaction prediction with 1.9M reactions from USPTO patents (1976-2016). Task: Predict the product of the given reaction. (1) The product is: [Cl:39][C:10]1[CH:11]=[CH:12][C:13]([CH2:37][C:36]([CH2:32][C:29]2[CH:30]=[CH:31][C:26]([Cl:25])=[CH:27][CH:28]=2)=[O:38])=[CH:14][CH:15]=1. Given the reactants [CH:10]1(N=C=N[CH:10]2[CH2:15][CH2:14][CH2:13][CH2:12][CH2:11]2)[CH2:15][CH2:14][CH2:13][CH2:12][CH2:11]1.CN(C1C=CC=CN=1)C.[Cl:25][C:26]1[CH:31]=[CH:30][C:29]([CH2:32]C(O)=O)=[CH:28][CH:27]=1.[CH2:36]([OH:38])[CH3:37].[Cl:39]CCl, predict the reaction product. (2) Given the reactants [NH:1]1[CH2:6][CH2:5][CH:4]([C:7]2[CH:12]=[CH:11][C:10]([S:13]([NH:16][C:17]3[S:18][CH:19]=[CH:20][N:21]=3)(=[O:15])=[O:14])=[CH:9][CH:8]=2)[CH2:3][CH2:2]1.[Cl:22][C:23]1[CH:24]=[C:25]2[CH:31]=[CH:30][N:29]([CH2:32][CH2:33][C:34](O)=[O:35])[C:26]2=[N:27][CH:28]=1.CN(C(ON1N=NC2C=CC=NC1=2)=[N+](C)C)C.F[P-](F)(F)(F)(F)F.CCN(C(C)C)C(C)C, predict the reaction product. The product is: [Cl:22][C:23]1[CH:24]=[C:25]2[CH:31]=[CH:30][N:29]([CH2:32][CH2:33][C:34]([N:1]3[CH2:2][CH2:3][CH:4]([C:7]4[CH:8]=[CH:9][C:10]([S:13]([NH:16][C:17]5[S:18][CH:19]=[CH:20][N:21]=5)(=[O:14])=[O:15])=[CH:11][CH:12]=4)[CH2:5][CH2:6]3)=[O:35])[C:26]2=[N:27][CH:28]=1. (3) Given the reactants [OH:1][C@H:2]1[CH2:6][CH2:5][C@H:4]([NH:7][C:8]([C:10]2[C:11]3[CH2:27][O:26][C:25]4[CH:24]=[C:23]([O:28][CH3:29])[C:22](Br)=[CH:21][C:20]=4[C:12]=3[N:13]([C:15]3[CH:19]=[CH:18][S:17][CH:16]=3)[N:14]=2)=[O:9])[CH2:3]1.N[C@H]1CC[C@H](OC([C:40]2[C:41]3COC4C=C(OC)C(Br)=CC=4[C:42]=3[N:43]([C:45]3C=CSC=3)[N:44]=2)=O)C1.CN1C=CC(B2OC(C)(C)C(C)(C)O2)=N1.C1(P(C2CCCCC2)C2C=CC=CC=2C2C(OC)=CC=CC=2OC)CCCCC1.C(=O)([O-])[O-].[K+].[K+], predict the reaction product. The product is: [OH:1][C@H:2]1[CH2:6][CH2:5][C@H:4]([NH:7][C:8]([C:10]2[C:11]3[CH2:27][O:26][C:25]4[CH:24]=[C:23]([O:28][CH3:29])[C:22]([C:40]5[CH:41]=[CH:42][N:43]([CH3:45])[N:44]=5)=[CH:21][C:20]=4[C:12]=3[N:13]([C:15]3[CH:19]=[CH:18][S:17][CH:16]=3)[N:14]=2)=[O:9])[CH2:3]1. (4) Given the reactants [C:1]([C:5]1[CH:9]=[C:8]([NH2:10])[O:7][N:6]=1)([CH3:4])([CH3:3])[CH3:2].C[Al](C)C.[CH3:15][C:16]1([S:22]([CH:25]2[CH2:30][CH2:29][O:28][CH2:27][CH2:26]2)(=[O:24])=[O:23])[CH2:20][CH2:19][O:18][C:17]1=[O:21], predict the reaction product. The product is: [C:1]([C:5]1[CH:9]=[C:8]([NH:10][C:17](=[O:21])[C:16]([CH3:15])([S:22]([CH:25]2[CH2:26][CH2:27][O:28][CH2:29][CH2:30]2)(=[O:24])=[O:23])[CH2:20][CH2:19][OH:18])[O:7][N:6]=1)([CH3:4])([CH3:3])[CH3:2]. (5) Given the reactants [Si:1]([O:18][CH2:19][CH2:20][CH2:21][C:22]1[CH:35]=[CH:34][C:25]([O:26][C:27]([CH3:33])([CH3:32])[C:28](OC)=[O:29])=[CH:24][CH:23]=1)([C:14]([CH3:17])([CH3:16])[CH3:15])([C:8]1[CH:13]=[CH:12][CH:11]=[CH:10][CH:9]=1)[C:2]1[CH:7]=[CH:6][CH:5]=[CH:4][CH:3]=1.[H-].[Al+3].[Li+].[H-].[H-].[H-], predict the reaction product. The product is: [Si:1]([O:18][CH2:19][CH2:20][CH2:21][C:22]1[CH:35]=[CH:34][C:25]([O:26][C:27]([CH3:33])([CH3:32])[CH2:28][OH:29])=[CH:24][CH:23]=1)([C:14]([CH3:17])([CH3:16])[CH3:15])([C:2]1[CH:7]=[CH:6][CH:5]=[CH:4][CH:3]=1)[C:8]1[CH:9]=[CH:10][CH:11]=[CH:12][CH:13]=1. (6) Given the reactants [CH2:1]([Li])[CH2:2][CH2:3][CH3:4].[N:6]([C:15]([O:17][C:18]([CH3:21])([CH3:20])[CH3:19])=[O:16])=[N:7][C:8]([O:10][C:11]([CH3:14])([CH3:13])[CH3:12])=[O:9].[Cl-:22].[NH4+].C([O:27][CH2:28][CH3:29])(=O)C, predict the reaction product. The product is: [Cl:22][C:1]1[CH:2]=[CH:3][C:4]([N:6]([C:15]([O:17][C:18]([CH3:21])([CH3:20])[CH3:19])=[O:16])[NH:7][C:8]([O:10][C:11]([CH3:12])([CH3:13])[CH3:14])=[O:9])=[CH:29][C:28]=1[OH:27]. (7) Given the reactants [C:1]([O:9][C@H:10]([CH3:13])[CH2:11]Br)(=[O:8])[C:2]1[CH:7]=[CH:6][CH:5]=[CH:4][CH:3]=1.C([N+](CCCC)(CCCC)CCCC)CCC.[OH:31][C:32]1[CH:33]=[C:34]([CH2:39][C@H:40]([NH:44][C:45]([O:47][C:48]([CH3:51])([CH3:50])[CH3:49])=[O:46])[C:41]([O-:43])=[O:42])[CH:35]=[CH:36][C:37]=1[OH:38].C(=O)(O)[O-].[Cs+], predict the reaction product. The product is: [C:48]([O:47][C:45]([NH:44][C@@H:40]([CH2:39][C:34]1[CH:35]=[CH:36][C:37]([OH:38])=[C:32]([OH:31])[CH:33]=1)[C:41]([O:43][CH2:11][C@H:10]([O:9][C:1]([C:2]1[CH:7]=[CH:6][CH:5]=[CH:4][CH:3]=1)=[O:8])[CH3:13])=[O:42])=[O:46])([CH3:51])([CH3:49])[CH3:50]. (8) Given the reactants [CH3:1][N:2]([CH3:50])[CH2:3][C:4]([N:6]1[C:14]2[C:9](=[CH:10][C:11]([O:48][CH3:49])=[C:12]([NH:15][C:16]3[N:17]=[C:18]([NH:35][C:36]4[CH:45]=[C:44]([F:46])[CH:43]=[C:42]([F:47])[C:37]=4[C:38]([NH:40][CH3:41])=[O:39])[C:19]4[CH:24]=[CH:23][N:22](S(C5C=CC(C)=CC=5)(=O)=O)[C:20]=4[N:21]=3)[CH:13]=2)[CH2:8][CH2:7]1)=[O:5].[OH-].[Na+].O, predict the reaction product. The product is: [CH3:50][N:2]([CH3:1])[CH2:3][C:4]([N:6]1[C:14]2[C:9](=[CH:10][C:11]([O:48][CH3:49])=[C:12]([NH:15][C:16]3[NH:21][C:20]4=[N:22][CH:23]=[CH:24][C:19]4=[C:18]([NH:35][C:36]4[CH:45]=[C:44]([F:46])[CH:43]=[C:42]([F:47])[C:37]=4[C:38]([NH:40][CH3:41])=[O:39])[N:17]=3)[CH:13]=2)[CH2:8][CH2:7]1)=[O:5]. (9) Given the reactants [CH3:1][C:2]1[CH:6]=[C:5]([CH3:7])[NH:4][C:3]=1[C:8]([O:10]CC)=[O:9].[OH-].[Na+], predict the reaction product. The product is: [CH3:1][C:2]1[CH:6]=[C:5]([CH3:7])[NH:4][C:3]=1[C:8]([OH:10])=[O:9]. (10) The product is: [Cl:22][C:18]1[CH:17]=[C:16]([CH:9]2[CH2:10][C:11]3([O:15][CH2:14][CH2:13][O:12]3)[C:4]3[C:5](=[CH:6][CH:7]=[C:2]([CH2:62][CH2:61][C:60]([O:59][CH2:57][CH3:58])=[O:64])[CH:3]=3)[O:8]2)[CH:21]=[CH:20][CH:19]=1. Given the reactants Br[C:2]1[CH:3]=[C:4]2[C:11]3([O:15][CH2:14][CH2:13][O:12]3)[CH2:10][CH:9]([C:16]3[CH:21]=[CH:20][CH:19]=[C:18]([Cl:22])[CH:17]=3)[O:8][C:5]2=[CH:6][CH:7]=1.C1NC2NC(N)=NC(=O)C=2N2C1CN(C1C=CC(C(N[C@H](C(O)=O)CCC(O)=O)=O)=CC=1)C2.[Br-].[CH2:57]([O:59][C:60](=[O:64])[CH2:61][CH2:62][Zn+])[CH3:58], predict the reaction product.